From a dataset of Kir2.1 potassium channel HTS with 301,493 compounds. Binary Classification. Given a drug SMILES string, predict its activity (active/inactive) in a high-throughput screening assay against a specified biological target. The molecule is S(=O)(=O)(N1CCC2(OCCO2)CC1)N1CCC(CC1)C(=O)NC1C(CCCC1)C. The result is 0 (inactive).